This data is from Reaction yield outcomes from USPTO patents with 853,638 reactions. The task is: Predict the reaction yield, written as a fraction of the theoretical maximum amount of product (1.0 means a 100% yield; for example, 0.34 means a 34% yield). (1) The reactants are [Br:1][C:2]1[CH:9]=[CH:8][C:5]([CH:6]=O)=[C:4]([F:10])[CH:3]=1.[NH:11]1[CH2:16][CH2:15][CH2:14][CH2:13][CH2:12]1.C(O[BH-](OC(=O)C)OC(=O)C)(=O)C.[Na+]. The catalyst is C(Cl)Cl. The product is [Br:1][C:2]1[CH:9]=[CH:8][C:5]([CH2:6][N:11]2[CH2:16][CH2:15][CH2:14][CH2:13][CH2:12]2)=[C:4]([F:10])[CH:3]=1. The yield is 0.840. (2) The reactants are [CH3:1][N:2]1[CH2:7][CH2:6][N:5]([CH3:8])[CH2:4][C@H:3]1[CH2:9][OH:10].[H-].[Na+].[C:13]1([N:19]2[CH2:24][CH2:23][N:22]([C:25](OC3C=CC([N+]([O-])=O)=CC=3)=[O:26])[CH2:21][CH2:20]2)[CH:18]=[CH:17][CH:16]=[CH:15][CH:14]=1. The catalyst is C1COCC1. The product is [C:13]1([N:19]2[CH2:20][CH2:21][N:22]([C:25]([O:10][CH2:9][C@@H:3]3[CH2:4][N:5]([CH3:8])[CH2:6][CH2:7][N:2]3[CH3:1])=[O:26])[CH2:23][CH2:24]2)[CH:14]=[CH:15][CH:16]=[CH:17][CH:18]=1. The yield is 0.360. (3) The yield is 0.850. The product is [C:4]([C:3]1[CH:6]=[CH:7][C:8]([O:10][S:18]([C:21]([F:24])([F:23])[F:22])(=[O:20])=[O:19])=[CH:9][C:2]=1[F:1])#[N:5]. The reactants are [F:1][C:2]1[CH:9]=[C:8]([OH:10])[CH:7]=[CH:6][C:3]=1[C:4]#[N:5].C1C=CC(N([S:18]([C:21]([F:24])([F:23])[F:22])(=[O:20])=[O:19])[S:18]([C:21]([F:24])([F:23])[F:22])(=[O:20])=[O:19])=CC=1.C(N(CC)C(C)C)(C)C. The catalyst is ClCCl. (4) The reactants are C1(OC)C=CC=CC=1.[F:9][C:10]1[CH:18]=[CH:17][C:16]2[N:15](CC3C=CC(OC)=CC=3)[C:14]3[CH:28]=[CH:29][N:30]([C:33]4[CH:34]=[N:35][CH:36]=[CH:37][C:38]=4[C:39]([F:42])([F:41])[F:40])[C:31](=[O:32])[C:13]=3[C:12]=2[CH:11]=1.C(OCC)(=O)C. The catalyst is C(O)(C(F)(F)F)=O.CCCCCC. The product is [F:9][C:10]1[CH:18]=[CH:17][C:16]2[NH:15][C:14]3[CH:28]=[CH:29][N:30]([C:33]4[CH:34]=[N:35][CH:36]=[CH:37][C:38]=4[C:39]([F:41])([F:40])[F:42])[C:31](=[O:32])[C:13]=3[C:12]=2[CH:11]=1. The yield is 0.750. (5) The reactants are [Cl:1][C:2]1[C:7]([Cl:8])=[CH:6][C:5]([NH:9][CH2:10][C:11]([OH:13])=O)=[C:4]([OH:14])[CH:3]=1.[CH2:15]1[C:18]2([CH2:22][CH2:21][N:20]([C:23](=[O:26])[CH:24]=[CH2:25])[CH2:19]2)[CH2:17][NH:16]1.CCN=C=NCCCN(C)C.Cl.C1C=CC2N(O)N=NC=2C=1.CCN(CC)CC. The catalyst is CN(C=O)C.O. The product is [Cl:1][C:2]1[C:7]([Cl:8])=[CH:6][C:5]([NH:9][CH2:10][C:11]([N:16]2[CH2:17][C:18]3([CH2:22][CH2:21][N:20]([C:23](=[O:26])[CH:24]=[CH2:25])[CH2:19]3)[CH2:15]2)=[O:13])=[C:4]([OH:14])[CH:3]=1. The yield is 0.170. (6) The reactants are Cl[C:2]1[CH:3]=[C:4]([CH:22]=[CH:23][N:24]=1)[C:5]([NH:7][C:8]1[S:9][CH:10]=[C:11]([C:13]2[C:18]([CH3:19])=[CH:17][C:16]([CH3:20])=[CH:15][C:14]=2[CH3:21])[N:12]=1)=[O:6].[CH3:25][N:26]1[CH2:31][CH2:30][NH:29][CH2:28][CH2:27]1.O. The catalyst is CN1CCCC1=O. The product is [C:14]1([CH3:21])[CH:15]=[C:16]([CH3:20])[CH:17]=[C:18]([CH3:19])[C:13]=1[C:11]1[N:12]=[C:8]([NH:7][C:5](=[O:6])[C:4]2[CH:22]=[CH:23][N:24]=[C:2]([N:29]3[CH2:30][CH2:31][N:26]([CH3:25])[CH2:27][CH2:28]3)[CH:3]=2)[S:9][CH:10]=1. The yield is 0.270. (7) The catalyst is ClCCl. The product is [S:42]1[C:38]([NH:37][S:36]([C:32]2[C:33]([F:35])=[CH:34][C:29]([O:28][C:22]3[CH:23]=[CH:24][C:25]([Cl:27])=[CH:26][C:21]=3[C:18]3[CH:19]=[CH:20][C:15]4[O:14][N:13]=[C:12]([NH:4][C:1](=[O:3])[CH3:2])[C:16]=4[CH:17]=3)=[C:30]([F:56])[CH:31]=2)(=[O:54])=[O:55])=[N:39][CH:40]=[N:41]1. The yield is 0.350. The reactants are [C:1]([N:4]([C:12]1[C:16]2[CH:17]=[C:18]([C:21]3[CH:26]=[C:25]([Cl:27])[CH:24]=[CH:23][C:22]=3[O:28][C:29]3[CH:34]=[C:33]([F:35])[C:32]([S:36](=[O:55])(=[O:54])[N:37](CC4C=CC(OC)=CC=4OC)[C:38]4[S:42][N:41]=[CH:40][N:39]=4)=[CH:31][C:30]=3[F:56])[CH:19]=[CH:20][C:15]=2[O:14][N:13]=1)C(=O)OC(C)(C)C)(=[O:3])[CH3:2].FC(F)(F)C(O)=O. (8) The reactants are [Cl:1][C:2]1[CH:3]=[C:4]2[C:8](=[CH:9][CH:10]=1)[NH:7][C:6](=[O:11])[CH2:5]2.[H-].[Na+].[CH3:14][O:15][CH2:16][CH2:17][O:18][CH2:19][CH2:20][O:21][C:22]1[CH:31]=[C:30]2[C:25]([C:26](SC)=[N:27][CH:28]=[N:29]2)=[CH:24][CH:23]=1.Cl. The catalyst is CS(C)=O. The product is [ClH:1].[Cl:1][C:2]1[CH:3]=[C:4]2[C:8](=[CH:9][CH:10]=1)[NH:7][C:6](=[O:11])[CH:5]2[C:26]1[C:25]2[C:30](=[CH:31][C:22]([O:21][CH2:20][CH2:19][O:18][CH2:17][CH2:16][O:15][CH3:14])=[CH:23][CH:24]=2)[N:29]=[CH:28][N:27]=1. The yield is 0.670. (9) The reactants are [O:1]1[C:13]2[C:4](=[CH:5][C:6]3[S:10][C:9]([NH2:11])=[N:8][C:7]=3[CH:12]=2)[O:3][CH2:2]1.[C:14]1([CH3:23])[CH:19]=[CH:18][C:17]([C:20](Cl)=[O:21])=[CH:16][CH:15]=1.C[O:25][C:26]1[CH:35]=CC2N=C(N)SC=2C=1.ClC1C=C(C=CC=1)C(Cl)=[O:41]. No catalyst specified. The product is [CH3:23][C:14]1[CH:19]=[CH:18][C:17]([C:20]([N:11]=[C:9]2[N:8]([CH2:35][C:26]([OH:25])=[O:41])[C:7]3[CH:12]=[C:13]4[O:1][CH2:2][O:3][C:4]4=[CH:5][C:6]=3[S:10]2)=[O:21])=[CH:16][CH:15]=1. The yield is 0.320. (10) The reactants are I[C:2]1[CH:7]=[CH:6][CH:5]=[C:4]([N+:8]([O-:10])=[O:9])[CH:3]=1.C([O-])([O-])=O.[K+].[K+].[C:17]([O:21][C:22]1[CH:27]=[C:26]([CH3:28])[C:25]([Br:29])=[C:24]([CH3:30])[CH:23]=1)(=[O:20])[C:18]#[CH:19]. The catalyst is C1COCC1.[Cu]I. The product is [N+:8]([C:4]1[CH:3]=[C:2]([C:19]#[C:18][C:17]([O:21][C:22]2[CH:23]=[C:24]([CH3:30])[C:25]([Br:29])=[C:26]([CH3:28])[CH:27]=2)=[O:20])[CH:7]=[CH:6][CH:5]=1)([O-:10])=[O:9]. The yield is 0.290.